Dataset: Reaction yield outcomes from USPTO patents with 853,638 reactions. Task: Predict the reaction yield, written as a fraction of the theoretical maximum amount of product (1.0 means a 100% yield; for example, 0.34 means a 34% yield). (1) The reactants are [OH:1][C:2]1[C:3]([O:10][CH3:11])=[C:4]([CH:7]=[CH:8][CH:9]=1)[CH:5]=[O:6].Br[CH2:13][C:14]([O:16][CH2:17][CH3:18])=[O:15]. No catalyst specified. The product is [CH:5]([C:4]1[C:3]([O:10][CH3:11])=[C:2]([CH:9]=[CH:8][CH:7]=1)[O:1][CH2:13][C:14]([O:16][CH2:17][CH3:18])=[O:15])=[O:6]. The yield is 0.910. (2) The reactants are [C:1]1(P([C:1]2[CH:6]=CC=[CH:3][CH:2]=2)[C:1]2[CH:6]=CC=[CH:3][CH:2]=2)[CH:6]=CC=[CH:3][CH:2]=1.C(O)CC=C.[Br:25][C:26]1[C:31]([OH:32])=[CH:30][CH:29]=[CH:28][N:27]=1.N(C(OCC)=O)=NC(OCC)=O. The catalyst is C1COCC1. The product is [Br:25][C:26]1[C:31]([O:32][CH2:3][CH2:2][CH:1]=[CH2:6])=[CH:30][CH:29]=[CH:28][N:27]=1. The yield is 0.780. (3) The reactants are [CH2:1]1[O:4][CH:2]1[CH3:3].O.[Br:6][C:7]1[CH:8]=[C:9]([O:17][CH2:18][C@@H:19]2[CH2:24][CH2:23][CH2:22][NH:21][CH2:20]2)[C:10]2[N:11]([CH:14]=[N:15][CH:16]=2)[C:12]=1[Cl:13]. The catalyst is C(Cl)Cl. The product is [Br:6][C:7]1[CH:8]=[C:9]([O:17][CH2:18][C@@H:19]2[CH2:24][CH2:23][CH2:22][N:21]([CH2:1][CH:2]([OH:4])[CH3:3])[CH2:20]2)[C:10]2[N:11]([CH:14]=[N:15][CH:16]=2)[C:12]=1[Cl:13]. The yield is 0.300. (4) The reactants are [CH3:1][C:2]1([CH3:32])[CH2:7][C:6](=O)[CH2:5][C:4]([CH3:10])([CH3:9])[P:3]1[C:11]1[CH:16]=[CH:15][CH:14]=[CH:13][C:12]=1[C:17]1[C:22]([CH:23]([CH3:25])[CH3:24])=[CH:21][C:20]([CH:26]([CH3:28])[CH3:27])=[CH:19][C:18]=1[CH:29]([CH3:31])[CH3:30].O.NN.[OH-].[K+]. No catalyst specified. The product is [CH3:32][C:2]1([CH3:1])[CH2:7][CH2:6][CH2:5][C:4]([CH3:9])([CH3:10])[P:3]1[C:11]1[CH:16]=[CH:15][CH:14]=[CH:13][C:12]=1[C:17]1[C:18]([CH:29]([CH3:30])[CH3:31])=[CH:19][C:20]([CH:26]([CH3:28])[CH3:27])=[CH:21][C:22]=1[CH:23]([CH3:25])[CH3:24]. The yield is 0.940. (5) The reactants are [C:1]([C:3]1[CH:4]=[C:5]([C:9]2[NH:13][N:12]=[C:11]([C:14]([O:16]CC)=[O:15])[C:10]=2C)[CH:6]=[CH:7][CH:8]=1)#[N:2].[Li+].[OH-].O.Cl.[CH2:24]1COCC1. The catalyst is CO. The product is [C:1]([C:3]1[CH:4]=[C:5]([C:9]2[CH:10]=[C:11]([C:14]([OH:16])=[O:15])[N:12]([CH3:24])[N:13]=2)[CH:6]=[CH:7][CH:8]=1)#[N:2]. The yield is 0.526. (6) The reactants are [CH3:1][O:2][C:3]1[CH:8]=[CH:7][CH:6]=[CH:5][N:4]=1.C(NC(C)C)(C)C.C[Si](C[Li])(C)C.C([O:25][B:26](OC(C)C)[O:27]C(C)C)(C)C.[OH-].[Na+]. The catalyst is C1COCC1. The product is [CH3:1][O:2][C:3]1[C:8]([B:26]([OH:27])[OH:25])=[CH:7][CH:6]=[CH:5][N:4]=1. The yield is 0.680. (7) The reactants are [CH2:1]([O:8][C:9]1[C:14]([C:15]#[N:16])=[C:13](Br)[N:12]=[CH:11][CH:10]=1)[C:2]1[CH:7]=[CH:6][CH:5]=[CH:4][CH:3]=1.O.[NH2:19][NH2:20]. The catalyst is C1COCC1. The product is [CH2:1]([O:8][C:9]1[C:14]([C:15]#[N:16])=[C:13]([NH:19][NH2:20])[N:12]=[CH:11][CH:10]=1)[C:2]1[CH:7]=[CH:6][CH:5]=[CH:4][CH:3]=1. The yield is 0.950.